From a dataset of Forward reaction prediction with 1.9M reactions from USPTO patents (1976-2016). Predict the product of the given reaction. Given the reactants [OH:1][C:2]1[C:11]2[C:10]([CH3:13])([CH3:12])[CH2:9][CH2:8][C:7]([CH3:15])([CH3:14])[C:6]=2[CH:5]=[C:4]([CH:16]=[O:17])[CH:3]=1.[H-].[Na+].[C:20]([C:24]1[CH:31]=[CH:30][C:27]([CH2:28]Br)=[CH:26][CH:25]=1)([CH3:23])([CH3:22])[CH3:21], predict the reaction product. The product is: [C:20]([C:24]1[CH:25]=[CH:26][C:27]([CH2:28][O:1][C:2]2[C:11]3[C:10]([CH3:12])([CH3:13])[CH2:9][CH2:8][C:7]([CH3:15])([CH3:14])[C:6]=3[CH:5]=[C:4]([CH:16]=[O:17])[CH:3]=2)=[CH:30][CH:31]=1)([CH3:23])([CH3:21])[CH3:22].